From a dataset of Reaction yield outcomes from USPTO patents with 853,638 reactions. Predict the reaction yield, written as a fraction of the theoretical maximum amount of product (1.0 means a 100% yield; for example, 0.34 means a 34% yield). (1) The reactants are [Br:1][C:2]1[CH:3]=[CH:4][C:5]2[N:6]([CH2:16][CH:17]([OH:21])[C:18](O)=[O:19])[C:7]3[C:12]([C:13]=2[CH:14]=1)=[CH:11][C:10]([Br:15])=[CH:9][CH:8]=3.S(Cl)(Cl)=O.[CH3:26][O:27][C:28]1[CH:33]=[CH:32][CH:31]=[C:30]([NH2:34])[CH:29]=1.CCN(CC)CC. The catalyst is C(Cl)Cl. The product is [Br:15][C:10]1[CH:9]=[CH:8][C:7]2[N:6]([CH2:16][CH:17]([OH:21])[C:18]([NH:34][C:30]3[CH:31]=[CH:32][CH:33]=[C:28]([O:27][CH3:26])[CH:29]=3)=[O:19])[C:5]3[C:13]([C:12]=2[CH:11]=1)=[CH:14][C:2]([Br:1])=[CH:3][CH:4]=3. The yield is 0.480. (2) The catalyst is C1(C)C=CC=CC=1. The product is [Cl:19][C:6]1[CH:5]=[C:4]([CH:1]([CH3:3])[CH3:2])[C:13]2[C:8](=[C:9]([CH3:15])[CH:10]=[CH:11][C:12]=2[CH3:14])[N:7]=1. The reactants are [CH:1]([C:4]1[C:13]2[C:8](=[C:9]([CH3:15])[CH:10]=[CH:11][C:12]=2[CH3:14])[N:7]=[C:6](O)[CH:5]=1)([CH3:3])[CH3:2].O=P(Cl)(Cl)[Cl:19]. The yield is 0.710.